Dataset: NCI-60 drug combinations with 297,098 pairs across 59 cell lines. Task: Regression. Given two drug SMILES strings and cell line genomic features, predict the synergy score measuring deviation from expected non-interaction effect. Drug 1: CC1C(C(=O)NC(C(=O)N2CCCC2C(=O)N(CC(=O)N(C(C(=O)O1)C(C)C)C)C)C(C)C)NC(=O)C3=C4C(=C(C=C3)C)OC5=C(C(=O)C(=C(C5=N4)C(=O)NC6C(OC(=O)C(N(C(=O)CN(C(=O)C7CCCN7C(=O)C(NC6=O)C(C)C)C)C)C(C)C)C)N)C. Drug 2: C1CCC(C(C1)N)N.C(=O)(C(=O)[O-])[O-].[Pt+4]. Cell line: OVCAR-4. Synergy scores: CSS=17.7, Synergy_ZIP=-3.27, Synergy_Bliss=4.73, Synergy_Loewe=5.70, Synergy_HSA=5.38.